Dataset: Forward reaction prediction with 1.9M reactions from USPTO patents (1976-2016). Task: Predict the product of the given reaction. (1) Given the reactants [Br:1][C:2]1[CH:3]=[C:4]([OH:8])[CH:5]=[N:6][CH:7]=1.[C:9]([O:13][C:14]([N:16]1[CH2:20][CH2:19][CH2:18][C@H:17]1[CH2:21]O)=[O:15])([CH3:12])([CH3:11])[CH3:10].C1C(COC(/N=N\C(OCC2C=CC(Cl)=CC=2)=O)=O)=CC=C(Cl)C=1.C1(P(C2C=CC=CC=2)C2C=CC=CC=2)C=CC=CC=1, predict the reaction product. The product is: [C:9]([O:13][C:14]([N:16]1[CH2:20][CH2:19][CH2:18][C@H:17]1[CH2:21][O:8][C:4]1[CH:5]=[N:6][CH:7]=[C:2]([Br:1])[CH:3]=1)=[O:15])([CH3:12])([CH3:10])[CH3:11]. (2) The product is: [CH2:7]([O:9][C:10]1[CH:11]=[CH:12][C:13]([C:14]([NH:16][CH2:17][CH2:18][NH:19][C:20]([C:22]2[C:23]([C:27]([F:28])([F:29])[F:30])=[N:24][N:25]([C:44]3[CH:49]=[CH:48][CH:47]=[C:46]([OH:50])[CH:45]=3)[CH:26]=2)=[O:21])=[O:15])=[CH:31][CH:32]=1)[CH3:8]. Given the reactants C(=O)([O-])[O-].[K+].[K+].[CH2:7]([O:9][C:10]1[CH:32]=[CH:31][C:13]([C:14]([NH:16][CH2:17][CH2:18][NH:19][C:20]([C:22]2[C:23]([C:27]([F:30])([F:29])[F:28])=[N:24][NH:25][CH:26]=2)=[O:21])=[O:15])=[CH:12][CH:11]=1)[CH3:8].CN[C@H]1CCCC[C@@H]1NC.I[C:44]1[CH:45]=[C:46]([OH:50])[CH:47]=[CH:48][CH:49]=1, predict the reaction product.